This data is from HIV replication inhibition screening data with 41,000+ compounds from the AIDS Antiviral Screen. The task is: Binary Classification. Given a drug SMILES string, predict its activity (active/inactive) in a high-throughput screening assay against a specified biological target. (1) The drug is NC(=O)NC(=O)C(Cc1ccc(Cl)cc1)c1ccccc1. The result is 0 (inactive). (2) The molecule is CCOC(=O)CCC(NC(=O)c1ccc(Nc2cnc3cc(C(F)(F)F)ccc3n2)cc1)C(=O)OCC. The result is 0 (inactive). (3) The compound is Cc1c(C#N)c(=O)[nH]c(=O)n1CCN1CCN(C(=O)NCCCCCCNC(=O)N2CCN(CCn3c(C)c(C#N)c(=O)[nH]c3=O)CC2)CC1. The result is 0 (inactive). (4) The drug is CCN(CC)CCOc1ccc(C(C#N)=Cc2cccc3ccccc23)cc1. The result is 0 (inactive). (5) The drug is O=C(COc1ccc2c(=O)cc(-c3ccccc3)oc2c1)N1CCN(c2ccccc2)CC1. The result is 0 (inactive). (6) The molecule is CCN(CC)CC1CCCCCCCCCCC1=O.Cl. The result is 0 (inactive).